This data is from Reaction yield outcomes from USPTO patents with 853,638 reactions. The task is: Predict the reaction yield, written as a fraction of the theoretical maximum amount of product (1.0 means a 100% yield; for example, 0.34 means a 34% yield). (1) The reactants are [C:1]([N:5]1[CH2:8][CH:7]([N:9]2[CH2:14][CH2:13][CH:12]([C:15]([NH:17][CH2:18][C:19]3[CH:24]=[C:23]([Cl:25])[C:22]([Cl:26])=[CH:21][C:20]=3[O:27]C)=[O:16])[CH2:11][CH2:10]2)[CH2:6]1)(=[O:4])[CH:2]=[CH2:3].B(Br)(Br)Br.C([O-])(O)=O.[Na+]. The catalyst is C(Cl)Cl. The product is [Cl:26][C:22]1[C:23]([Cl:25])=[CH:24][C:19]([CH2:18][NH:17][C:15]([CH:12]2[CH2:11][CH2:10][N:9]([CH:7]3[CH2:8][N:5]([C:1](=[O:4])[CH:2]=[CH2:3])[CH2:6]3)[CH2:14][CH2:13]2)=[O:16])=[C:20]([OH:27])[CH:21]=1. The yield is 0.240. (2) The reactants are [N+](C1C=CC(N)=C(N)C=1)([O-])=O.[CH:12]([C:15]1[NH:16][C:17]2[CH:23]=[C:22]([N+:24]([O-])=O)[CH:21]=[CH:20][C:18]=2[N:19]=1)([CH3:14])[CH3:13].[N+](C1NC2C=CC=CC=2N=1)([O-])=O. The catalyst is C(O)(=O)C(C)C.CCOC(C)=O.CO.[Pd]. The product is [CH:12]([C:15]1[NH:16][C:17]2[CH:23]=[C:22]([NH2:24])[CH:21]=[CH:20][C:18]=2[N:19]=1)([CH3:14])[CH3:13]. The yield is 0.920.